From a dataset of Full USPTO retrosynthesis dataset with 1.9M reactions from patents (1976-2016). Predict the reactants needed to synthesize the given product. Given the product [C:2]([C:4]1[O:8][C:7]([S:9]([N:12]2[C:16]([C:17]3[C:18]([F:23])=[N:19][CH:20]=[CH:21][CH:22]=3)=[C:15]([F:24])[C:14]([CH2:25][N:26]([CH3:34])[C:27](=[O:33])[O:28][C:29]([CH3:30])([CH3:31])[CH3:32])=[CH:13]2)(=[O:11])=[O:10])=[CH:6][CH:5]=1)#[N:1], predict the reactants needed to synthesize it. The reactants are: [NH2:1][C:2]([C:4]1[O:8][C:7]([S:9]([N:12]2[C:16]([C:17]3[C:18]([F:23])=[N:19][CH:20]=[CH:21][CH:22]=3)=[C:15]([F:24])[C:14]([CH2:25][N:26]([CH3:34])[C:27](=[O:33])[O:28][C:29]([CH3:32])([CH3:31])[CH3:30])=[CH:13]2)(=[O:11])=[O:10])=[CH:6][CH:5]=1)=O.N1C=CC=CC=1.FC(F)(F)C(OC(=O)C(F)(F)F)=O.